From a dataset of Full USPTO retrosynthesis dataset with 1.9M reactions from patents (1976-2016). Predict the reactants needed to synthesize the given product. Given the product [NH:1]1[C:9]2[C:4](=[CH:5][CH:6]=[CH:7][CH:8]=2)[CH:3]([CH2:10][C:11]([O:13][CH3:14])=[O:12])[CH2:2]1, predict the reactants needed to synthesize it. The reactants are: [NH:1]1[C:9]2[C:4](=[CH:5][CH:6]=[CH:7][CH:8]=2)[C:3]([CH2:10][C:11]([O:13][CH3:14])=[O:12])=[CH:2]1.C([SiH](CC)CC)C.